From a dataset of Full USPTO retrosynthesis dataset with 1.9M reactions from patents (1976-2016). Predict the reactants needed to synthesize the given product. (1) Given the product [CH3:1][C:2]1[CH:7]=[CH:6][C:5]([C:8]2[N:12]([C:13]3[CH:18]=[CH:17][C:16]([S:19]([Cl:27])(=[O:21])=[O:20])=[CH:15][CH:14]=3)[N:11]=[C:10]([C:23]([F:26])([F:25])[F:24])[CH:9]=2)=[CH:4][CH:3]=1, predict the reactants needed to synthesize it. The reactants are: [CH3:1][C:2]1[CH:7]=[CH:6][C:5]([C:8]2[N:12]([C:13]3[CH:18]=[CH:17][C:16]([S:19](O)(=[O:21])=[O:20])=[CH:15][CH:14]=3)[N:11]=[C:10]([C:23]([F:26])([F:25])[F:24])[CH:9]=2)=[CH:4][CH:3]=1.[Cl:27]CCl. (2) Given the product [OH:29][CH2:28][CH2:27][N:11]([CH2:10][CH2:9][O:8][C:30]1[CH:35]=[CH:34][CH:33]=[CH:32][CH:31]=1)[CH:12]1[C:20]2[C:15](=[CH:16][C:17](/[CH:21]=[CH:22]/[C:23]([O:25][CH3:26])=[O:24])=[CH:18][CH:19]=2)[CH2:14][CH2:13]1, predict the reactants needed to synthesize it. The reactants are: [Si]([O:8][CH2:9][CH2:10][N:11]([CH2:27][CH2:28][OH:29])[CH:12]1[C:20]2[C:15](=[CH:16][C:17](/[CH:21]=[CH:22]/[C:23]([O:25][CH3:26])=[O:24])=[CH:18][CH:19]=2)[CH2:14][CH2:13]1)(C(C)(C)C)(C)C.[C:30]1(O)[CH:35]=[CH:34][CH:33]=[CH:32][CH:31]=1.C1(P(C2C=CC=CC=2)C2C=CC=CC=2)C=CC=CC=1.C1CCN(C(N=NC(N2CCCCC2)=O)=O)CC1.